Dataset: Forward reaction prediction with 1.9M reactions from USPTO patents (1976-2016). Task: Predict the product of the given reaction. Given the reactants [NH:1](C(OCC1C=CC=CC=1)=O)[C@H:2]([C:13]([NH2:15])=[O:14])[CH2:3][C:4]1[C:12]2[C:7](=[CH:8][CH:9]=[CH:10][CH:11]=2)[NH:6][CH:5]=1, predict the reaction product. The product is: [NH2:1][C@H:2]([C:13]([NH2:15])=[O:14])[CH2:3][C:4]1[C:12]2[C:7](=[CH:8][CH:9]=[CH:10][CH:11]=2)[NH:6][CH:5]=1.